Task: Predict the product of the given reaction.. Dataset: Forward reaction prediction with 1.9M reactions from USPTO patents (1976-2016) (1) Given the reactants [CH3:1][N:2]([CH3:6])[C:3](Cl)=[O:4].[NH2:7][C:8]1[CH:13]=[CH:12][C:11]([C@@H:14]2[O:19][CH2:18][CH2:17][N:16]([C:20]3[N:25]([CH3:26])[C:24](=[O:27])[CH:23]=[C:22]([C:28]4[CH:33]=[CH:32][N:31]=[CH:30][C:29]=4[F:34])[N:21]=3)[CH2:15]2)=[CH:10][CH:9]=1.C(N(CC)CC)C, predict the reaction product. The product is: [F:34][C:29]1[CH:30]=[N:31][CH:32]=[CH:33][C:28]=1[C:22]1[N:21]=[C:20]([N:16]2[CH2:17][CH2:18][O:19][C@@H:14]([C:11]3[CH:12]=[CH:13][C:8]([NH:7][C:3](=[O:4])[N:2]([CH3:6])[CH3:1])=[CH:9][CH:10]=3)[CH2:15]2)[N:25]([CH3:26])[C:24](=[O:27])[CH:23]=1. (2) Given the reactants [O:1]1[C:5]2[CH:6]=[CH:7][C:8]([S:10]([N:13]([CH2:38][CH:39]([CH3:41])[CH3:40])[CH2:14][C@@H:15]([OH:37])[C@@H:16]([NH:25][C:26](=[O:36])[O:27][C@@H:28]3[C@H:35]4[C@H:31]([O:32][CH2:33][CH2:34]4)[O:30][CH2:29]3)[CH2:17][C:18]3[CH:23]=[CH:22][C:21]([OH:24])=[CH:20][CH:19]=3)(=[O:12])=[O:11])=[CH:9][C:4]=2[O:3][CH2:2]1.[CH3:42][N:43]=[C:44]=[O:45].C(NC(C)C)(C)C, predict the reaction product. The product is: [O:1]1[C:5]2[CH:6]=[CH:7][C:8]([S:10]([N:13]([CH2:38][CH:39]([CH3:41])[CH3:40])[CH2:14][C@@H:15]([OH:37])[C@@H:16]([NH:25][C:26](=[O:36])[O:27][C@@H:28]3[C@H:35]4[C@H:31]([O:32][CH2:33][CH2:34]4)[O:30][CH2:29]3)[CH2:17][C:18]3[CH:23]=[CH:22][C:21]([O:24][C:44]([NH:43][CH3:42])=[O:45])=[CH:20][CH:19]=3)(=[O:12])=[O:11])=[CH:9][C:4]=2[O:3][CH2:2]1. (3) Given the reactants Br[C:2]1[N:6]([CH:7]([CH3:9])[CH3:8])[C:5]2[CH:10]([C:27]3[CH:32]=[CH:31][C:30]([Cl:33])=[CH:29][CH:28]=3)[N:11]([C:14]3[CH:15]=[C:16]([CH3:26])[C:17]4[N:18]([C:20]([CH:23]([F:25])[F:24])=[N:21][N:22]=4)[CH:19]=3)[C:12](=[O:13])[C:4]=2[N:3]=1.[CH3:34][O:35][C:36]1[CH:41]=[C:40]([C:42]([F:45])([F:44])[F:43])[CH:39]=[CH:38][C:37]=1B(O)O, predict the reaction product. The product is: [Cl:33][C:30]1[CH:31]=[CH:32][C:27]([CH:10]2[C:5]3[N:6]([CH:7]([CH3:8])[CH3:9])[C:2]([C:37]4[CH:38]=[CH:39][C:40]([C:42]([F:45])([F:44])[F:43])=[CH:41][C:36]=4[O:35][CH3:34])=[N:3][C:4]=3[C:12](=[O:13])[N:11]2[C:14]2[CH:15]=[C:16]([CH3:26])[C:17]3[N:18]([C:20]([CH:23]([F:24])[F:25])=[N:21][N:22]=3)[CH:19]=2)=[CH:28][CH:29]=1. (4) Given the reactants CN(C)C1C=CC=CC=1.[CH2:10]([C:14]1[N:19]=[C:18]([C:20]2[CH:25]=[CH:24][CH:23]=[C:22]([F:26])[CH:21]=2)[NH:17][C:16](=O)[CH:15]=1)[CH2:11][CH2:12][CH3:13].P(Cl)(Cl)([Cl:30])=O, predict the reaction product. The product is: [CH2:10]([C:14]1[CH:15]=[C:16]([Cl:30])[N:17]=[C:18]([C:20]2[CH:25]=[CH:24][CH:23]=[C:22]([F:26])[CH:21]=2)[N:19]=1)[CH2:11][CH2:12][CH3:13]. (5) Given the reactants [C:1]([O:4][C:5]1[CH:10]=[CH:9][C:8]([C:11]2[C:20](=[O:21])[C:19]3[C:14](=[CH:15][C:16]([O:22][C:23](=[O:25])[CH3:24])=[CH:17][CH:18]=3)[O:13][C:12]=2[CH2:26][CH2:27][CH3:28])=[CH:7][CH:6]=1)(=[O:3])[CH3:2], predict the reaction product. The product is: [C:1]([O:4][C:5]1[CH:10]=[CH:9][C:8]([CH:11]2[CH:20]([OH:21])[C:19]3[C:14](=[CH:15][C:16]([O:22][C:23](=[O:25])[CH3:24])=[CH:17][CH:18]=3)[O:13][CH:12]2[CH2:26][CH2:27][CH3:28])=[CH:7][CH:6]=1)(=[O:3])[CH3:2]. (6) Given the reactants [Cl:1][C:2]1[CH:3]=[C:4]([CH:17]=[CH:18][C:19]=1[O:20][CH2:21][O:22][CH3:23])[C:5]([NH:7][C:8]([CH3:16])([C:10]1[CH:15]=[CH:14][CH:13]=[CH:12][CH:11]=1)[CH3:9])=[O:6].CN(CCN(C)C)C.CN([CH:35]=[O:36])C, predict the reaction product. The product is: [Cl:1][C:2]1[C:19]([O:20][CH2:21][O:22][CH3:23])=[CH:18][CH:17]=[C:4]2[C:3]=1[CH:35]([OH:36])[N:7]([C:8]([CH3:16])([C:10]1[CH:15]=[CH:14][CH:13]=[CH:12][CH:11]=1)[CH3:9])[C:5]2=[O:6].